This data is from Peptide-MHC class I binding affinity with 185,985 pairs from IEDB/IMGT. The task is: Regression. Given a peptide amino acid sequence and an MHC pseudo amino acid sequence, predict their binding affinity value. This is MHC class I binding data. (1) The peptide sequence is LFCASDAKAY. The binding affinity (normalized) is 0.458. The MHC is HLA-A29:02 with pseudo-sequence HLA-A29:02. (2) The peptide sequence is GIILLILSCI. The MHC is HLA-A02:02 with pseudo-sequence HLA-A02:02. The binding affinity (normalized) is 0.420. (3) The peptide sequence is KSCLPACVY. The MHC is HLA-A24:02 with pseudo-sequence HLA-A24:02. The binding affinity (normalized) is 0.0847. (4) The peptide sequence is DETFVHSGF. The MHC is HLA-A02:12 with pseudo-sequence HLA-A02:12. The binding affinity (normalized) is 0.0847.